Predict the reactants needed to synthesize the given product. From a dataset of Full USPTO retrosynthesis dataset with 1.9M reactions from patents (1976-2016). (1) Given the product [CH:28]1([CH2:31][N:17]2[CH2:18][CH2:19][C:14]([CH2:13][N:11]([CH3:12])[C:10]([NH:9][C:4]3[CH:5]=[C:6]([Cl:8])[CH:7]=[C:2]([Cl:1])[CH:3]=3)=[O:27])([C:20]3[CH:21]=[CH:22][C:23]([I:26])=[CH:24][CH:25]=3)[CH2:15][CH2:16]2)[CH2:30][CH2:29]1, predict the reactants needed to synthesize it. The reactants are: [Cl:1][C:2]1[CH:3]=[C:4]([NH:9][C:10](=[O:27])[N:11]([CH2:13][C:14]2([C:20]3[CH:25]=[CH:24][C:23]([I:26])=[CH:22][CH:21]=3)[CH2:19][CH2:18][NH:17][CH2:16][CH2:15]2)[CH3:12])[CH:5]=[C:6]([Cl:8])[CH:7]=1.[CH:28]1([CH:31]=O)[CH2:30][CH2:29]1.CC(O)=O.[BH-](OC(C)=O)(OC(C)=O)OC(C)=O.[Na+]. (2) Given the product [F:16][C:15]1[CH:14]=[C:13]([C:17]([OH:20])([CH3:18])[CH3:19])[CH:12]=[C:11]([F:21])[C:10]=1[C:4]1[S:3][C:2]([NH:1][C:27]2[CH:28]=[CH:23][N:24]=[C:25]([O:29][CH2:30][CH2:31][Si:32]([CH3:35])([CH3:34])[CH3:33])[N:26]=2)=[C:6]([C:7]([NH2:9])=[O:8])[CH:5]=1, predict the reactants needed to synthesize it. The reactants are: [NH2:1][C:2]1[S:3][C:4]([C:10]2[C:15]([F:16])=[CH:14][C:13]([C:17]([OH:20])([CH3:19])[CH3:18])=[CH:12][C:11]=2[F:21])=[CH:5][C:6]=1[C:7]([NH2:9])=[O:8].Cl[C:23]1[CH:28]=[CH:27][N:26]=[C:25]([O:29][CH2:30][CH2:31][Si:32]([CH3:35])([CH3:34])[CH3:33])[N:24]=1. (3) Given the product [C@@H:1]1([NH:10][C:11]2[N:12]=[CH:13][N:14]=[C:15]([CH2:17][C@H:18]3[CH2:34][C@H:21]([OH:22])[C@H:20]([CH2:25][OH:24])[CH2:19]3)[CH:16]=2)[C:9]2[C:4](=[CH:5][CH:6]=[CH:7][CH:8]=2)[CH2:3][CH2:2]1, predict the reactants needed to synthesize it. The reactants are: [C@@H:1]1([NH:10][C:11]2[CH:16]=[C:15]([CH2:17][C@H:18]3[CH2:34][C@@H:21]4[O:22]C(C5C=CC(OC)=CC=5)[O:24][CH2:25][C@@H:20]4[CH2:19]3)[N:14]=[CH:13][N:12]=2)[C:9]2[C:4](=[CH:5][CH:6]=[CH:7][CH:8]=2)[CH2:3][CH2:2]1.O.CC(O)=O. (4) Given the product [C:1]([C:12]1[S:13][CH:14]=[CH:15][CH:16]=1)#[C:2][CH2:3][CH2:4][CH3:5], predict the reactants needed to synthesize it. The reactants are: [CH:1]#[C:2][CH2:3][CH2:4][CH3:5].C([Li])CCC.Br[C:12]1[S:13][CH:14]=[CH:15][CH:16]=1. (5) Given the product [NH2:44][C@H:13]1[C@H:14]([C:17]2[CH:22]=[CH:21][C:20]([CH3:23])=[C:19]([F:24])[CH:18]=2)[CH2:15][CH2:16][N:11]([C:9]([O:8][CH2:1][C:2]2[CH:7]=[CH:6][CH:5]=[CH:4][CH:3]=2)=[O:10])[CH2:12]1, predict the reactants needed to synthesize it. The reactants are: [CH2:1]([O:8][C:9]([N:11]1[CH2:16][CH2:15][CH:14]([C:17]2[CH:22]=[CH:21][C:20]([CH3:23])=[C:19]([F:24])[CH:18]=2)[CH:13](C(O)=O)[CH2:12]1)=[O:10])[C:2]1[CH:7]=[CH:6][CH:5]=[CH:4][CH:3]=1.P([N:44]=[N+]=[N-])(OC1C=CC=CC=1)(OC1C=CC=CC=1)=O.CC(O)(C)C.Cl.O1CCOCC1. (6) Given the product [NH:30]([CH2:34][CH2:35][OH:36])[CH2:31][CH2:32][OH:33].[NH:30]([CH2:34][CH2:35][OH:36])[CH2:31][CH2:32][OH:33].[P:1]([OH:29])([OH:28])([O:3][C:4]1[CH:9]=[CH:8][C:7]([Cl:10])=[CH:6][C:5]=1[C:11](=[O:27])[NH:12][C:13]1[CH:18]=[C:17]([C:19]([F:20])([F:21])[F:22])[CH:16]=[C:15]([C:23]([F:24])([F:25])[F:26])[CH:14]=1)=[O:2], predict the reactants needed to synthesize it. The reactants are: [P:1]([OH:29])([OH:28])([O:3][C:4]1[CH:9]=[CH:8][C:7]([Cl:10])=[CH:6][C:5]=1[C:11](=[O:27])[NH:12][C:13]1[CH:18]=[C:17]([C:19]([F:22])([F:21])[F:20])[CH:16]=[C:15]([C:23]([F:26])([F:25])[F:24])[CH:14]=1)=[O:2].[NH:30]([CH2:34][CH2:35][OH:36])[CH2:31][CH2:32][OH:33].